Dataset: Full USPTO retrosynthesis dataset with 1.9M reactions from patents (1976-2016). Task: Predict the reactants needed to synthesize the given product. Given the product [Br:8][C:5]1[CH:6]=[CH:7][C:2]([C:11]2[CH:12]=[CH:13][CH:14]=[CH:15][N:10]=2)=[N:3][CH:4]=1, predict the reactants needed to synthesize it. The reactants are: Br[C:2]1[CH:7]=[CH:6][C:5]([Br:8])=[CH:4][N:3]=1.[Br-].[N:10]1[CH:15]=[CH:14][CH:13]=[CH:12][C:11]=1[Zn+].